From a dataset of Catalyst prediction with 721,799 reactions and 888 catalyst types from USPTO. Predict which catalyst facilitates the given reaction. (1) Reactant: [OH:1][C:2]1([C:15]([N:17]2[CH2:34][CH2:33][CH2:32][C@H:18]2[C:19]([NH:21]CC2C=C(Cl)C=CC=2CN)=[O:20])=[O:16])[C:14]2[CH:13]=[CH:12][CH:11]=[CH:10][C:9]=2[C:8]2[C:3]1=[CH:4][CH:5]=[CH:6][CH:7]=2.C(O[CH:38](O)[CH:39]([F:41])[F:40])C.[O-]S([O-])(=O)=O.[Mg+2].[CH2:49]([Cl:51])Cl. Product: [Cl:51][C:49]1[CH:9]=[CH:14][C:2]([CH2:15][N:17]=[CH:38][CH:39]([F:40])[F:41])=[C:3]([CH:4]=1)[CH2:8][C@@:18]1([C:19]([NH2:21])=[O:20])[CH2:32][CH2:33][CH2:34][N:17]1[C:15]([C:2]1([OH:1])[C:14]2[CH:13]=[CH:12][CH:11]=[CH:10][C:9]=2[C:8]2[C:3]1=[CH:4][CH:5]=[CH:6][CH:7]=2)=[O:16]. The catalyst class is: 11. (2) Product: [Cl:1][C:2]1[C:11]2[C:6](=[CH:7][C:8]([O:12][CH3:13])=[CH:9][CH:10]=2)[C:5]([C:14]2[O:15][CH:27]=[N:26][CH:25]=2)=[CH:4][N:3]=1. The catalyst class is: 5. Reactant: [Cl:1][C:2]1[C:11]2[C:6](=[CH:7][C:8]([O:12][CH3:13])=[CH:9][CH:10]=2)[C:5]([CH:14]=[O:15])=[CH:4][N:3]=1.C1(C)C(S([CH2:25][N+:26]#[C-:27])(=O)=O)=CC=CC=1. (3) Product: [S:27](=[O:29])(=[O:28])([O:1][CH:2]([CH2:15][CH:16]([CH3:18])[CH3:17])[CH2:3][N:4]1[C:5](=[O:14])[C:6]2[C:11](=[CH:10][CH:9]=[CH:8][CH:7]=2)[C:12]1=[O:13])[NH2:30]. The catalyst class is: 2. Reactant: [OH:1][CH:2]([CH2:15][CH:16]([CH3:18])[CH3:17])[CH2:3][N:4]1[C:12](=[O:13])[C:11]2[C:6](=[CH:7][CH:8]=[CH:9][CH:10]=2)[C:5]1=[O:14].CCN(CC)CC.Cl[S:27]([N:30]=C=O)(=[O:29])=[O:28].C(O)=O. (4) Reactant: [CH:1]1[CH:9]=[C:8](Cl)[C:7]2[C:3](=[N:4][O:5][N:6]=2)[C:2]=1[N+:11]([O-:13])=[O:12].C([O-])(O)=O.[Na+].[NH2:19][CH2:20][C:21]([OH:23])=[O:22]. Product: [N+:11]([C:2]1[C:3]2[C:7](=[N:6][O:5][N:4]=2)[C:8]([NH:19][CH2:20][C:21]([OH:23])=[O:22])=[CH:9][CH:1]=1)([O-:13])=[O:12]. The catalyst class is: 5. (5) Reactant: C[C:2]([C@@:5]([C:25]([O-:27])=[O:26])(C)[N:6]([C:12]1[CH:17]=[CH:16][C:15]([C:18]#[N:19])=[C:14]([C:20]([F:23])([F:22])[F:21])[CH:13]=1)[CH2:7][C:8]([F:11])([F:10])[F:9])(C)C.C([SiH](CC)CC)C.FC(F)(F)C(O)=O. Product: [C:18]([C:15]1[CH:16]=[CH:17][C:12]([N:6]([CH2:7][C:8]([F:9])([F:10])[F:11])[C@H:5]([C:25]([OH:27])=[O:26])[CH3:2])=[CH:13][C:14]=1[C:20]([F:21])([F:23])[F:22])#[N:19]. The catalyst class is: 4. (6) Reactant: [C:1]([O:4][CH2:5][CH2:6][CH2:7][CH2:8][CH2:9][CH2:10][CH2:11][CH2:12][CH2:13][CH2:14][CH2:15][CH2:16][CH2:17][CH2:18][CH2:19][CH2:20][CH2:21][O:22]C1CCCCO1)(=[O:3])[CH3:2].CC1C=CC(S([O-])(=O)=O)=CC=1.C1C=C[NH+]=CC=1. Product: [C:1]([O:4][CH2:5][CH2:6][CH2:7][CH2:8][CH2:9][CH2:10][CH2:11][CH2:12][CH2:13][CH2:14][CH2:15][CH2:16][CH2:17][CH2:18][CH2:19][CH2:20][CH2:21][OH:22])(=[O:3])[CH3:2]. The catalyst class is: 351. (7) Reactant: [CH3:1][O:2][C:3](=[O:13])[C:4]1[CH:9]=[CH:8][C:7]([CH:10]=[N:11][OH:12])=[CH:6][CH:5]=1.ClN1C(=O)CCC1=O.[Cl:22][C:23]1[CH:24]=[C:25]([C:30]([C:32]([F:35])([F:34])[F:33])=[CH2:31])[CH:26]=[C:27]([Cl:29])[CH:28]=1.C(N(CC)CC)C. Product: [CH3:1][O:2][C:3](=[O:13])[C:4]1[CH:9]=[CH:8][C:7]([C:10]2[CH2:31][C:30]([C:25]3[CH:26]=[C:27]([Cl:29])[CH:28]=[C:23]([Cl:22])[CH:24]=3)([C:32]([F:33])([F:35])[F:34])[O:12][N:11]=2)=[CH:6][CH:5]=1. The catalyst class is: 9. (8) Reactant: I[C:2]1[CH:3]=[C:4]([NH:9][C:10]([NH:12][C:13]2[CH:18]=[CH:17][C:16]([CH2:19][N:20]3[CH2:25][CH2:24][N:23]([CH3:26])[CH2:22][CH2:21]3)=[C:15]([C:27]([F:30])([F:29])[F:28])[CH:14]=2)=[O:11])[CH:5]=[CH:6][C:7]=1[CH3:8].CCN(CC)CC.[CH3:38][Si:39]([C:42]#[CH:43])([CH3:41])[CH3:40]. Product: [CH3:8][C:7]1[CH:6]=[CH:5][C:4]([NH:9][C:10]([NH:12][C:13]2[CH:18]=[CH:17][C:16]([CH2:19][N:20]3[CH2:21][CH2:22][N:23]([CH3:26])[CH2:24][CH2:25]3)=[C:15]([C:27]([F:30])([F:28])[F:29])[CH:14]=2)=[O:11])=[CH:3][C:2]=1[C:43]#[C:42][Si:39]([CH3:41])([CH3:40])[CH3:38]. The catalyst class is: 471. (9) The catalyst class is: 2. Product: [Br:1][C:2]1[C:3]([C:8]2[NH:12][CH:11]=[N:10][N:9]=2)=[C:4]([NH:7][C:24](=[O:25])[CH2:23][C:16]2[C:17]3[C:22](=[CH:21][CH:20]=[CH:19][CH:18]=3)[CH:13]=[N:14][CH:15]=2)[S:5][CH:6]=1. Reactant: [Br:1][C:2]1[C:3]([C:8]2[NH:12][CH:11]=[N:10][N:9]=2)=[C:4]([NH2:7])[S:5][CH:6]=1.[CH:13]1[C:22]2[C:17](=[CH:18][CH:19]=[CH:20][CH:21]=2)[C:16]([CH2:23][C:24](O)=[O:25])=[CH:15][N:14]=1.CCN(C(C)C)C(C)C.CN(C(ON1N=NC2C=CC=CC1=2)=[N+](C)C)C.F[P-](F)(F)(F)(F)F.